Dataset: Reaction yield outcomes from USPTO patents with 853,638 reactions. Task: Predict the reaction yield, written as a fraction of the theoretical maximum amount of product (1.0 means a 100% yield; for example, 0.34 means a 34% yield). (1) The reactants are [CH3:1][O:2][C:3]1[CH:4]=[C:5]2[C:10](=[CH:11][CH:12]=1)[C:9]([C:13](=[O:29])[C:14]1[CH:19]=[CH:18][C:17]([O:20][CH2:21][CH2:22][N:23]3[CH2:28][CH2:27][CH2:26][CH2:25][CH2:24]3)=[CH:16][CH:15]=1)=[C:8](OS(C(F)(F)F)(=O)=O)[CH:7]=[CH:6]2.Br[C:39]1[C:44]([F:45])=[C:43]([F:46])[CH:42]=[CH:41][C:40]=1[F:47].N1(CCOC2C=CC(C=O)=CC=2)CCCCC1. No catalyst specified. The product is [CH3:1][O:2][C:3]1[CH:4]=[C:5]2[C:10](=[CH:11][CH:12]=1)[C:9]([C:13]([C:14]1[CH:19]=[CH:18][C:17]([O:20][CH2:21][CH2:22][N:23]3[CH2:24][CH2:25][CH2:26][CH2:27][CH2:28]3)=[CH:16][CH:15]=1)=[O:29])=[C:8]([C:39]1[C:40]([F:47])=[CH:41][CH:42]=[C:43]([F:46])[C:44]=1[F:45])[CH:7]=[CH:6]2. The yield is 0.450. (2) The reactants are Br[C:2]12[CH2:11][C:6]3([CH3:12])[CH2:7][CH:8]([CH2:10][C:4]([CH3:13])([CH2:5]3)[CH2:3]1)[CH2:9]2.C[N:15](C)[CH:16]=[O:17].S(=O)(=O)(O)O.[Cl:24][CH2:25]C#N. The catalyst is S([O-])([O-])(=O)=O.[Fe+3].S([O-])([O-])(=O)=O.S([O-])([O-])(=O)=O.[Fe+3].O. The product is [Cl:24][CH2:25][C:16]([NH:15][C:2]12[CH2:11][C:6]3([CH3:12])[CH2:7][CH:8]([CH2:10][C:4]([CH3:13])([CH2:5]3)[CH2:3]1)[CH2:9]2)=[O:17]. The yield is 0.669.